From a dataset of Full USPTO retrosynthesis dataset with 1.9M reactions from patents (1976-2016). Predict the reactants needed to synthesize the given product. Given the product [Cl:1][C:2]1[CH:7]=[C:6]([CH2:8][O:9][S:24]([CH3:23])(=[O:26])=[O:25])[CH:5]=[CH:4][N:3]=1, predict the reactants needed to synthesize it. The reactants are: [Cl:1][C:2]1[CH:7]=[C:6]([CH2:8][OH:9])[CH:5]=[CH:4][N:3]=1.C(OCC)(=O)C.C(N(CC)CC)C.[CH3:23][S:24](Cl)(=[O:26])=[O:25].